Dataset: Reaction yield outcomes from USPTO patents with 853,638 reactions. Task: Predict the reaction yield, written as a fraction of the theoretical maximum amount of product (1.0 means a 100% yield; for example, 0.34 means a 34% yield). The product is [CH3:1][O:2][C:3]1[C:4]([CH3:34])=[C:5]([C:25]([O:32][CH3:33])=[C:26]([O:30][CH3:31])[C:27]=1[O:28][CH3:29])[CH2:6][C:7]1[C:8]([C:49]2[CH:50]=[N:51][CH:52]=[CH:53][CH:54]=2)=[C:9]([CH:14]=[CH:15][CH:16]=1)[C:10]([O:12][CH3:13])=[O:11]. The catalyst is C1(C)C=CC=CC=1.C(OCC)(=O)C. The yield is 0.850. The reactants are [CH3:1][O:2][C:3]1[C:4]([CH3:34])=[C:5]([C:25]([O:32][CH3:33])=[C:26]([O:30][CH3:31])[C:27]=1[O:28][CH3:29])[CH2:6][C:7]1[C:8](OS(C(F)(F)F)(=O)=O)=[C:9]([CH:14]=[CH:15][CH:16]=1)[C:10]([O:12][CH3:13])=[O:11].C(=O)([O-])[O-].[Na+].[Na+].[Cl-].[Li+].B1([C:49]2[CH:54]=[CH:53][CH:52]=[N:51][CH:50]=2)OCCCO1.